The task is: Predict the product of the given reaction.. This data is from Forward reaction prediction with 1.9M reactions from USPTO patents (1976-2016). (1) Given the reactants ClC1N=C(NCC#C)N=C(NCC#C)N=1.CN.C1COCC1.[CH3:23][NH:24][C:25]1[N:30]=[C:29]([NH:31][CH2:32][CH2:33][CH3:34])[N:28]=[C:27]([NH:35][CH2:36][C:37]#[CH:38])[N:26]=1, predict the reaction product. The product is: [CH3:23][NH:24][C:25]1[N:26]=[C:27]([NH:35][CH2:36][C:37]#[CH:38])[N:28]=[C:29]([NH:31][CH2:32][C:33]#[CH:34])[N:30]=1. (2) The product is: [CH2:1]([O:3][C:4]([C:6]1[O:7][C:8]2[CH:14]=[CH:13][C:12]([OH:15])=[CH:11][C:9]=2[CH:10]=1)=[O:5])[CH3:2]. Given the reactants [CH2:1]([O:3][C:4]([C:6]1[O:7][C:8]2[CH:14]=[CH:13][C:12]([O:15]C)=[CH:11][C:9]=2[CH:10]=1)=[O:5])[CH3:2].B(Br)(Br)Br, predict the reaction product.